Dataset: Retrosynthesis with 50K atom-mapped reactions and 10 reaction types from USPTO. Task: Predict the reactants needed to synthesize the given product. (1) Given the product Cc1ccc(F)cc1-c1ccc2cc(NC(=O)Oc3ccc([N+](=O)[O-])cc3)ncc2c1, predict the reactants needed to synthesize it. The reactants are: Cc1ccc(F)cc1-c1ccc2cc(N)ncc2c1.O=C(Cl)Oc1ccc([N+](=O)[O-])cc1. (2) Given the product CN1C(=O)C(NC(=O)C(F)C(=O)NCc2cc(F)cc(F)c2)c2ccccc2-c2ccccc21, predict the reactants needed to synthesize it. The reactants are: CN1C(=O)C(N)c2ccccc2-c2ccccc21.O=C(O)C(F)C(=O)NCc1cc(F)cc(F)c1. (3) Given the product O=C1[C@H](CC[C@H](O)c2ccc(F)cc2)[C@@H](c2ccc(O)cc2)N1c1ccc(F)cc1, predict the reactants needed to synthesize it. The reactants are: O=C1[C@H](CC[C@H](O)c2ccc(F)cc2)[C@@H](c2ccc(OCc3ccccc3)cc2)N1c1ccc(F)cc1. (4) Given the product Cc1ccc(-n2nc(C(C)(C)C)cc2NC(=O)NCc2ccccc2Oc2cc(N3CCOCC3)ncn2)cc1, predict the reactants needed to synthesize it. The reactants are: C1COCCN1.Cc1ccc(-n2nc(C(C)(C)C)cc2NC(=O)NCc2ccccc2Oc2cc(Cl)ncn2)cc1. (5) Given the product CCCCOCCOc1ccc(-c2cc(/C=C(\C)C(=O)O)c3c(c2)CCCN3C)cc1, predict the reactants needed to synthesize it. The reactants are: CCCCOCCOc1ccc(-c2cc(/C=C(\C)C(=O)OCC)c3c(c2)CCCN3C)cc1. (6) The reactants are: CCNCC.O=C(c1ccc(OCCCBr)cc1)c1oc2ccccc2c1-c1ccccc1. Given the product CCN(CC)CCCOc1ccc(C(=O)c2oc3ccccc3c2-c2ccccc2)cc1, predict the reactants needed to synthesize it.